From a dataset of TCR-epitope binding with 47,182 pairs between 192 epitopes and 23,139 TCRs. Binary Classification. Given a T-cell receptor sequence (or CDR3 region) and an epitope sequence, predict whether binding occurs between them. (1) The epitope is SLVKPSFYV. The TCR CDR3 sequence is CASSFSGRPEQYF. Result: 1 (the TCR binds to the epitope). (2) The epitope is YVLDHLIVV. The TCR CDR3 sequence is CASSTPRQGSNTGELFF. Result: 0 (the TCR does not bind to the epitope). (3) The epitope is RLRAEAQVK. The TCR CDR3 sequence is CAITGLAMNTGELFF. Result: 0 (the TCR does not bind to the epitope). (4) The epitope is FTISVTTEIL. The TCR CDR3 sequence is CASRPPGQSLRTQYF. Result: 0 (the TCR does not bind to the epitope).